This data is from Catalyst prediction with 721,799 reactions and 888 catalyst types from USPTO. The task is: Predict which catalyst facilitates the given reaction. (1) Reactant: C[O:2][C:3]1[CH:8]=[CH:7][C:6]([N:9]2[CH2:14][CH2:13][N:12]([CH2:15][CH2:16][CH2:17][CH2:18][C:19]3[C:27]4[C:22](=[CH:23][CH:24]=[CH:25][CH:26]=4)[NH:21][CH:20]=3)[CH2:11][CH2:10]2)=[CH:5][CH:4]=1.B(Br)(Br)Br. Product: [NH:21]1[C:22]2[C:27](=[CH:26][CH:25]=[CH:24][CH:23]=2)[C:19]([CH2:18][CH2:17][CH2:16][CH2:15][N:12]2[CH2:13][CH2:14][N:9]([C:6]3[CH:7]=[CH:8][C:3]([OH:2])=[CH:4][CH:5]=3)[CH2:10][CH2:11]2)=[CH:20]1. The catalyst class is: 4. (2) Reactant: C([O:5][C:6](=[O:35])[C:7]([CH3:34])([S:9][C:10]1[CH:33]=[CH:32][C:13]([C:14]([O:16][CH2:17][C:18]2[N:19]=[N:20][N:21]([CH2:23][C:24]3[CH:29]=[CH:28][C:27]([O:30][CH3:31])=[CH:26][CH:25]=3)[CH:22]=2)=[O:15])=[CH:12][CH:11]=1)[CH3:8])(C)(C)C.Cl. Product: [CH3:31][O:30][C:27]1[CH:26]=[CH:25][C:24]([CH2:23][N:21]2[CH:22]=[C:18]([CH2:17][O:16][C:14]([C:13]3[CH:32]=[CH:33][C:10]([S:9][C:7]([CH3:34])([CH3:8])[C:6]([OH:35])=[O:5])=[CH:11][CH:12]=3)=[O:15])[N:19]=[N:20]2)=[CH:29][CH:28]=1. The catalyst class is: 12. (3) Reactant: [Cl:1][C:2]1[CH:3]=[C:4]2[C:8](=[CH:9][CH:10]=1)[N:7]([C:11]1[N:15]([CH3:16])[N:14]=[C:13]([CH3:17])[C:12]=1[CH2:18][NH2:19])[CH:6]=[CH:5]2.[CH2:20]([S:25]([NH2:28])(=[O:27])=[O:26])[CH2:21][CH2:22][CH2:23][CH3:24].N12CCCN=C1CCCCC2.Cl.CN(C)[CH:43]=[O:44]. Product: [Cl:1][C:2]1[CH:3]=[C:4]2[C:8](=[CH:9][CH:10]=1)[N:7]([C:11]1[N:15]([CH3:16])[N:14]=[C:13]([CH3:17])[C:12]=1[CH2:18][NH:19][C:43]([NH:28][S:25]([CH2:20][CH2:21][CH2:22][CH2:23][CH3:24])(=[O:27])=[O:26])=[O:44])[CH:6]=[CH:5]2. The catalyst class is: 277. (4) Product: [CH3:28][O:27][C:25](=[O:26])[C:24]([OH:29])=[CH:9][C:8](=[O:10])[N:7]([CH2:6][C:5]1[CH:4]=[CH:3][C:2]([F:1])=[CH:13][CH:12]=1)[CH3:11]. Reactant: [F:1][C:2]1[CH:13]=[CH:12][C:5]([CH2:6][N:7]([CH3:11])[C:8](=[O:10])[CH3:9])=[CH:4][CH:3]=1.[Li+].C[Si]([N-][Si](C)(C)C)(C)C.[C:24](OC)(=[O:29])[C:25]([O:27][CH3:28])=[O:26].Cl. The catalyst class is: 1. (5) Reactant: [F:8][C:7]([F:10])([F:9])[C:6](O[C:6](=[O:11])[C:7]([F:10])([F:9])[F:8])=[O:11].[CH3:14][O:15][C:16]1[CH:29]=[CH:28][C:19]2[C@@H:20]3[C@H:25]([CH2:26][CH2:27][C:18]=2[CH:17]=1)[NH:24][CH2:23][CH2:22][CH2:21]3.C(N(CC)CC)C. Product: [F:10][C:7]([F:8])([F:9])[C:6]([N:24]1[C@@H:25]2[C@@H:20]([C:19]3[CH:28]=[CH:29][C:16]([O:15][CH3:14])=[CH:17][C:18]=3[CH2:27][CH2:26]2)[CH2:21][CH2:22][CH2:23]1)=[O:11]. The catalyst class is: 4. (6) Reactant: [Br:1][C:2]1[CH:7]=[CH:6][C:5]([C:8]2[N:12]([CH2:13][C:14]3[CH:22]=[CH:21][C:17]([C:18]([OH:20])=O)=[CH:16][CH:15]=3)[N:11]=[C:10]([C:23]3[CH:28]=[C:27](Cl)[CH:26]=[C:25]([Cl:30])[CH:24]=3)[CH:9]=2)=[CH:4][CH:3]=1.ON1C2N=C[CH:39]=[CH:40][C:35]=2N=N1.C([N:44]([CH2:48][CH3:49])C(C)C)(C)C.[ClH:50].[CH3:51]N(C)CCCN=C=NCC.CC[O:64][C:65](C)=[O:66]. Product: [Br:1][C:2]1[CH:7]=[CH:6][C:5]([C:8]2[N:12]([CH2:13][C:14]3[CH:22]=[CH:21][C:17]([C:18]([NH:44][CH2:48][CH2:49][C:65]([O:66][C:40]([CH3:39])([CH3:35])[CH3:51])=[O:64])=[O:20])=[CH:16][CH:15]=3)[N:11]=[C:10]([C:23]3[CH:28]=[C:27]([Cl:50])[CH:26]=[C:25]([Cl:30])[CH:24]=3)[CH:9]=2)=[CH:4][CH:3]=1. The catalyst class is: 3. (7) Reactant: [CH3:13][C:12]([O:11][C:9](O[C:9]([O:11][C:12]([CH3:15])([CH3:14])[CH3:13])=[O:10])=[O:10])([CH3:15])[CH3:14].[CH2:16]([O:18][C:19]([N:21]1[CH2:26][CH2:25][N:24]([C:27](=[O:44])[C:28]2[CH:33]=[C:32]([OH:34])[CH:31]=[C:30]([O:35][C:36]3[CH:41]=[CH:40][C:39]([CH2:42][NH2:43])=[CH:38][CH:37]=3)[CH:29]=2)[CH2:23][CH2:22]1)=[O:20])[CH3:17]. Product: [CH2:16]([O:18][C:19]([N:21]1[CH2:26][CH2:25][N:24]([C:27](=[O:44])[C:28]2[CH:33]=[C:32]([OH:34])[CH:31]=[C:30]([O:35][C:36]3[CH:41]=[CH:40][C:39]([CH2:42][NH:43][C:9]([O:11][C:12]([CH3:13])([CH3:14])[CH3:15])=[O:10])=[CH:38][CH:37]=3)[CH:29]=2)[CH2:23][CH2:22]1)=[O:20])[CH3:17]. The catalyst class is: 38.